This data is from Forward reaction prediction with 1.9M reactions from USPTO patents (1976-2016). The task is: Predict the product of the given reaction. Given the reactants [Si:1]([O:8][C:9]1[CH:14]=[CH:13][C:12](/[CH:15]=[CH:16]/[C:17](OCC)=[O:18])=[CH:11][C:10]=1[O:22][CH3:23])([C:4]([CH3:7])([CH3:6])[CH3:5])([CH3:3])[CH3:2].CC(C[AlH]CC(C)C)C, predict the reaction product. The product is: [Si:1]([O:8][C:9]1[CH:14]=[CH:13][C:12](/[CH:15]=[CH:16]/[CH2:17][OH:18])=[CH:11][C:10]=1[O:22][CH3:23])([C:4]([CH3:7])([CH3:6])[CH3:5])([CH3:2])[CH3:3].